Dataset: Full USPTO retrosynthesis dataset with 1.9M reactions from patents (1976-2016). Task: Predict the reactants needed to synthesize the given product. (1) Given the product [CH3:9][S:8][C:5]1[CH:6]=[CH:7][C:2]([C:23]#[C:22][CH2:21][OH:24])=[CH:3][CH:4]=1, predict the reactants needed to synthesize it. The reactants are: Br[C:2]1[CH:7]=[CH:6][C:5]([S:8][CH3:9])=[CH:4][CH:3]=1.N12CCCN=C1CCCCC2.[CH2:21]([OH:24])[C:22]#[CH:23]. (2) The reactants are: N#N.I[C:4]1[C:5](=[O:14])[N:6]([CH3:13])[CH:7]=[C:8]([N+:10]([O-:12])=[O:11])[CH:9]=1.[S:15]1[CH:19]=[CH:18][N:17]=[CH:16]1.C([O-])(=O)C.[K+]. Given the product [CH3:13][N:6]1[CH:7]=[C:8]([N+:10]([O-:12])=[O:11])[CH:9]=[C:4]([C:19]2[S:15][CH:16]=[N:17][CH:18]=2)[C:5]1=[O:14], predict the reactants needed to synthesize it. (3) Given the product [CH3:31][S:32]([NH:1][C:2]1[CH:3]=[CH:4][C:5]([C:6]2[O:7][C:8]3[C:13]([C:14](=[O:16])[CH:15]=2)=[C:12]([O:17][CH3:18])[C:11]([O:19][CH3:20])=[C:10]([O:21][CH3:22])[CH:9]=3)=[CH:23][CH:24]=1)(=[O:34])=[O:33], predict the reactants needed to synthesize it. The reactants are: [NH2:1][C:2]1[CH:24]=[CH:23][C:5]([C:6]2[O:7][C:8]3[C:13]([C:14](=[O:16])[CH:15]=2)=[C:12]([O:17][CH3:18])[C:11]([O:19][CH3:20])=[C:10]([O:21][CH3:22])[CH:9]=3)=[CH:4][CH:3]=1.N1C=CC=CC=1.[CH3:31][S:32](Cl)(=[O:34])=[O:33].C([O-])(O)=O.[Na+]. (4) Given the product [CH3:1][C@H:2]1[CH2:10][CH:9]([OH:11])[C@@H:5]([CH:6]([CH3:8])[CH3:7])[CH2:4][CH2:3]1.[CH3:1][C@H:2]1[CH2:10][C@@H:9]([OH:11])[C@@H:5]([CH:6]([CH3:8])[CH3:7])[CH2:4][CH2:3]1, predict the reactants needed to synthesize it. The reactants are: [CH3:1][CH:2]1[CH2:10][CH:9]([OH:11])[C:5](=[C:6]([CH3:8])[CH3:7])[CH2:4][CH2:3]1.[H][H]. (5) Given the product [CH3:15][C:13]1[O:14][C:10]2[CH:9]=[C:8]([C:16]([O:18][CH2:19][CH3:20])=[O:17])[CH:7]=[C:6]([O:5][CH:3]3[CH2:4][N:1]([S:22]([CH3:21])(=[O:24])=[O:23])[CH2:2]3)[C:11]=2[CH:12]=1, predict the reactants needed to synthesize it. The reactants are: [NH:1]1[CH2:4][CH:3]([O:5][C:6]2[C:11]3[CH:12]=[C:13]([CH3:15])[O:14][C:10]=3[CH:9]=[C:8]([C:16]([O:18][CH2:19][CH3:20])=[O:17])[CH:7]=2)[CH2:2]1.[CH3:21][S:22](Cl)(=[O:24])=[O:23]. (6) Given the product [CH:22]([C:2]1[C:7]([CH3:8])=[CH:6][C:5]([NH:9][C:10](=[O:12])[CH3:11])=[CH:4][C:3]=1[CH3:13])=[O:23], predict the reactants needed to synthesize it. The reactants are: Br[C:2]1[C:7]([CH3:8])=[CH:6][C:5]([NH:9][C:10](=[O:12])[CH3:11])=[CH:4][C:3]=1[CH3:13].[Li]CCCC.CN([CH:22]=[O:23])C. (7) Given the product [Ca+2:35].[CH3:1][N:2]1[C:10]2[C:9](=[O:11])[N:8]([CH2:12][CH2:13][O:14][C:15]3[CH:20]=[CH:19][C:18]([CH2:21][CH:22]([O:26][CH2:27][CH3:28])[C:23]([O-:25])=[O:24])=[CH:17][CH:16]=3)[C:7]([CH2:29][CH3:30])=[N:6][C:5]=2[C:4]([CH2:31][CH2:32][CH3:33])=[N:3]1.[CH3:1][N:2]1[C:10]2[C:9](=[O:11])[N:8]([CH2:12][CH2:13][O:14][C:15]3[CH:20]=[CH:19][C:18]([CH2:21][CH:22]([O:26][CH2:27][CH3:28])[C:23]([O-:25])=[O:24])=[CH:17][CH:16]=3)[C:7]([CH2:29][CH3:30])=[N:6][C:5]=2[C:4]([CH2:31][CH2:32][CH3:33])=[N:3]1.[CH3:1][N:2]1[C:10]2[C:9](=[O:11])[N:8]([CH2:12][CH2:13][O:14][C:15]3[CH:20]=[CH:19][C:18]([CH2:21][CH:22]([O:26][CH2:27][CH3:28])[C:23]([OH:25])=[O:24])=[CH:17][CH:16]=3)[C:7]([CH2:29][CH3:30])=[N:6][C:5]=2[C:4]([CH2:31][CH2:32][CH3:33])=[N:3]1, predict the reactants needed to synthesize it. The reactants are: [CH3:1][N:2]1[C:10]2[C:9](=[O:11])[N:8]([CH2:12][CH2:13][O:14][C:15]3[CH:20]=[CH:19][C:18]([CH2:21][CH:22]([O:26][CH2:27][CH3:28])[C:23]([OH:25])=[O:24])=[CH:17][CH:16]=3)[C:7]([CH2:29][CH3:30])=[N:6][C:5]=2[C:4]([CH2:31][CH2:32][CH3:33])=[N:3]1.[OH-].[Ca+2:35].[OH-]. (8) Given the product [Cl:1][C:2]1[CH:3]=[CH:4][C:5]([O:9][CH3:10])=[C:6]([NH:8][CH2:20][CH2:19][C:16]2[CH:15]=[CH:14][C:13]([C:12]([F:11])([F:23])[F:24])=[CH:18][CH:17]=2)[CH:7]=1, predict the reactants needed to synthesize it. The reactants are: [Cl:1][C:2]1[CH:3]=[CH:4][C:5]([O:9][CH3:10])=[C:6]([NH2:8])[CH:7]=1.[F:11][C:12]([F:24])([F:23])[C:13]1[CH:18]=[CH:17][C:16]([CH2:19][C:20](O)=O)=[CH:15][CH:14]=1.